Dataset: NCI-60 drug combinations with 297,098 pairs across 59 cell lines. Task: Regression. Given two drug SMILES strings and cell line genomic features, predict the synergy score measuring deviation from expected non-interaction effect. Drug 1: CC(C)NC(=O)C1=CC=C(C=C1)CNNC.Cl. Drug 2: COCCOC1=C(C=C2C(=C1)C(=NC=N2)NC3=CC=CC(=C3)C#C)OCCOC.Cl. Cell line: EKVX. Synergy scores: CSS=4.19, Synergy_ZIP=-1.32, Synergy_Bliss=5.05, Synergy_Loewe=-5.31, Synergy_HSA=-1.24.